This data is from Forward reaction prediction with 1.9M reactions from USPTO patents (1976-2016). The task is: Predict the product of the given reaction. Given the reactants [Br:1][C:2]1[CH:3]=[C:4]2[C:8](=[CH:9][CH:10]=1)[NH:7][C:6](=[O:11])[CH2:5]2.[C:12]1([S:18]([C:21]2[C:22]([CH2:29][CH2:30][C:31]([OH:33])=[O:32])=[C:23]([CH:27]=O)[NH:24][C:25]=2[CH3:26])(=[O:20])=[O:19])[CH:17]=[CH:16][CH:15]=[CH:14][CH:13]=1.CC(O/N=C(/C(NCC=O)=O)\C1N=C(N)SC=1)(C(O)=O)C.N1CCCCC1, predict the reaction product. The product is: [C:12]1([S:18]([C:21]2[C:22]([CH2:29][CH2:30][C:31]([OH:33])=[O:32])=[C:23](/[CH:27]=[C:5]3\[C:6](=[O:11])[NH:7][C:8]4[C:4]\3=[CH:3][C:2]([Br:1])=[CH:10][CH:9]=4)[NH:24][C:25]=2[CH3:26])(=[O:19])=[O:20])[CH:13]=[CH:14][CH:15]=[CH:16][CH:17]=1.